This data is from Reaction yield outcomes from USPTO patents with 853,638 reactions. The task is: Predict the reaction yield, written as a fraction of the theoretical maximum amount of product (1.0 means a 100% yield; for example, 0.34 means a 34% yield). (1) The reactants are [CH3:1][S:2](Cl)(=[O:4])=[O:3].[CH3:6][C@H:7]1[CH2:16][CH2:15][C:14]2[C:9](=[CH:10][CH:11]=[C:12]([CH:21]3[CH2:26][CH2:25][NH:24][CH2:23][CH2:22]3)[C:13]=2[O:17][CH2:18][CH2:19][CH3:20])[N:8]1[C:27](=[O:29])[CH3:28].C(N(CC)CC)C. The catalyst is ClCCl. The product is [CH3:6][C@H:7]1[CH2:16][CH2:15][C:14]2[C:9](=[CH:10][CH:11]=[C:12]([CH:21]3[CH2:26][CH2:25][N:24]([S:2]([CH3:1])(=[O:4])=[O:3])[CH2:23][CH2:22]3)[C:13]=2[O:17][CH2:18][CH2:19][CH3:20])[N:8]1[C:27](=[O:29])[CH3:28]. The yield is 0.720. (2) The reactants are [C:1]1([C:8]2[CH:13]=[CH:12][C:11]([S:14]([CH3:17])(=[O:16])=[O:15])=[CH:10][C:9]=2[C:18]([N:20]2[CH2:25][CH2:24][N:23]([C:26]3[CH:31]=[CH:30][C:29]([C:32]([F:35])([F:34])[F:33])=[CH:28][CH:27]=3)[CH2:22][CH2:21]2)=[O:19])[CH2:7][CH2:6][CH2:5][CH2:4][CH2:3][CH:2]=1. The catalyst is CO.[Pd]. The yield is 0.730. The product is [CH:1]1([C:8]2[CH:13]=[CH:12][C:11]([S:14]([CH3:17])(=[O:16])=[O:15])=[CH:10][C:9]=2[C:18]([N:20]2[CH2:25][CH2:24][N:23]([C:26]3[CH:31]=[CH:30][C:29]([C:32]([F:34])([F:35])[F:33])=[CH:28][CH:27]=3)[CH2:22][CH2:21]2)=[O:19])[CH2:7][CH2:6][CH2:5][CH2:4][CH2:3][CH2:2]1. (3) The reactants are [CH3:1][O:2][C:3]1[CH:4]=[CH:5][CH:6]=[C:7]2[C:12]=1[N:11]=[C:10]([C:13]1[CH:18]=[CH:17][CH:16]=[CH:15][C:14]=1[C:19]([F:22])([F:21])[F:20])[NH:9][C:8]2=O.Cl.C(N(CC)CC)C.O=P(Cl)(Cl)[Cl:34]. No catalyst specified. The product is [Cl:34][C:8]1[C:7]2[C:12](=[C:3]([O:2][CH3:1])[CH:4]=[CH:5][CH:6]=2)[N:11]=[C:10]([C:13]2[CH:18]=[CH:17][CH:16]=[CH:15][C:14]=2[C:19]([F:22])([F:21])[F:20])[N:9]=1. The yield is 0.890. (4) The reactants are O[C:2]1([C:15]2[NH:16][C:17]([CH3:21])=[C:18]([CH3:20])[N:19]=2)[CH2:7][CH2:6][N:5]([C:8]([O:10][C:11]([CH3:14])([CH3:13])[CH3:12])=[O:9])[CH2:4][CH2:3]1.C(N(C(C)C)CC)(C)C.CS(Cl)(=O)=O.[OH-].[Na+]. The catalyst is CN(C=O)C.O. The product is [CH3:20][C:18]1[N:19]=[C:15]([C:2]2[CH2:7][CH2:6][N:5]([C:8]([O:10][C:11]([CH3:14])([CH3:13])[CH3:12])=[O:9])[CH2:4][CH:3]=2)[NH:16][C:17]=1[CH3:21]. The yield is 0.700. (5) The product is [CH3:1][C@H:2]1[O:7][C@@H:6]([CH3:8])[CH2:5][N:4]([CH2:9][C@@H:10]([OH:29])[CH2:11][O:12][C:13]2[CH:14]=[CH:15][C:16]3[C:17]4[N:18]([CH2:26][CH2:27][N:28]=4)[C:19]([NH:25][C:30]([C:31]4[CH:32]=[N:33][CH:34]=[CH:35][CH:36]=4)=[O:37])=[N:20][C:21]=3[C:22]=2[O:23][CH3:24])[CH2:3]1. The yield is 0.640. The catalyst is CN(C=O)C. The reactants are [CH3:1][C@H:2]1[O:7][C@@H:6]([CH3:8])[CH2:5][N:4]([CH2:9][C@@H:10]([OH:29])[CH2:11][O:12][C:13]2[CH:14]=[CH:15][C:16]3[C:17]4[N:18]([CH2:26][CH2:27][N:28]=4)[C:19]([NH2:25])=[N:20][C:21]=3[C:22]=2[O:23][CH3:24])[CH2:3]1.[C:30](O)(=[O:37])[C:31]1[CH:36]=[CH:35][CH:34]=[N:33][CH:32]=1.C1CN([P+](ON2N=NC3C=CC=CC2=3)(N2CCCC2)N2CCCC2)CC1.F[P-](F)(F)(F)(F)F.C(N(CC)C(C)C)(C)C. (6) The reactants are ClC(Cl)(Cl)C[O:4][C:5](=[O:35])[C:6]1[CH:11]=[CH:10][CH:9]=[CH:8][C:7]=1[CH2:12][S:13][C:14]1[CH:19]=[CH:18][C:17]([CH2:20][O:21][C:22](=[O:34])[CH2:23][C:24]2[CH:29]=[CH:28][C:27]([C:30]([F:33])([F:32])[F:31])=[CH:26][CH:25]=2)=[CH:16][CH:15]=1.CC(O)=O.C(Cl)Cl. The catalyst is CCCCCCC.CCOC(C)=O.[Zn]. The product is [F:33][C:30]([F:31])([F:32])[C:27]1[CH:26]=[CH:25][C:24]([CH2:23][C:22]([O:21][CH2:20][C:17]2[CH:18]=[CH:19][C:14]([S:13][CH2:12][C:7]3[CH:8]=[CH:9][CH:10]=[CH:11][C:6]=3[C:5]([OH:35])=[O:4])=[CH:15][CH:16]=2)=[O:34])=[CH:29][CH:28]=1. The yield is 0.690. (7) The reactants are [C:1]([O:5][C:6](=[O:35])[NH:7][C:8]1([C:12]2[CH:17]=[CH:16][C:15]([C:18]3[C:19]([C:29]4[CH:34]=[CH:33][CH:32]=[CH:31][CH:30]=4)=[CH:20][C:21]4[NH:26][C:25](=[O:27])[CH2:24][O:23][C:22]=4[N:28]=3)=[CH:14][CH:13]=2)[CH2:11][CH2:10][CH2:9]1)([CH3:4])([CH3:3])[CH3:2].[H-].[Na+].Cl.Cl[CH2:40][CH2:41][N:42]([CH3:44])[CH3:43].O. The catalyst is CN(C=O)C. The product is [C:1]([O:5][C:6](=[O:35])[NH:7][C:8]1([C:12]2[CH:13]=[CH:14][C:15]([C:18]3[C:19]([C:29]4[CH:30]=[CH:31][CH:32]=[CH:33][CH:34]=4)=[CH:20][C:21]4[N:26]([CH2:40][CH2:41][N:42]([CH3:44])[CH3:43])[C:25](=[O:27])[CH2:24][O:23][C:22]=4[N:28]=3)=[CH:16][CH:17]=2)[CH2:11][CH2:10][CH2:9]1)([CH3:4])([CH3:2])[CH3:3]. The yield is 0.320. (8) The reactants are [CH3:1][NH:2][CH2:3][CH2:4][OH:5].[CH3:18][C:17]([O:16][C:14](O[C:14]([O:16][C:17]([CH3:20])([CH3:19])[CH3:18])=[O:15])=[O:15])([CH3:20])[CH3:19]. The catalyst is C1COCC1. The product is [OH:5][CH2:4][CH2:3][N:2]([CH3:1])[C:14](=[O:15])[O:16][C:17]([CH3:18])([CH3:19])[CH3:20]. The yield is 1.00. (9) The reactants are [Li]C(C)(C)C.[CH3:6][C:7]([Si:10]([O:13][CH2:14][CH2:15][C:16]1[O:17][CH:18]=[CH:19][CH:20]=1)([CH3:12])[CH3:11])([CH3:9])[CH3:8].[CH2:21]1[O:23][CH2:22]1.[NH4+].[Cl-]. The catalyst is C1COCC1. The product is [CH3:9][C:7]([Si:10]([CH3:12])([CH3:11])[O:13][CH2:14][CH2:15][C:16]1[O:17][C:18]([CH2:21][CH2:22][OH:23])=[CH:19][CH:20]=1)([CH3:6])[CH3:8]. The yield is 0.670.